Dataset: Full USPTO retrosynthesis dataset with 1.9M reactions from patents (1976-2016). Task: Predict the reactants needed to synthesize the given product. (1) Given the product [CH2:7]([N:6]1[C:2]([N:20]2[CH2:21][CH2:22][CH2:23][CH:17]([NH:16][C:14](=[O:15])[C:13]([F:24])([F:12])[F:25])[CH2:18][CH2:19]2)=[C:3]([N+:9]([O-:11])=[O:10])[CH:4]=[N:5]1)[CH3:8], predict the reactants needed to synthesize it. The reactants are: Cl[C:2]1[N:6]([CH2:7][CH3:8])[N:5]=[CH:4][C:3]=1[N+:9]([O-:11])=[O:10].[F:12][C:13]([F:25])([F:24])[C:14]([NH:16][CH:17]1[CH2:23][CH2:22][CH2:21][NH:20][CH2:19][CH2:18]1)=[O:15]. (2) Given the product [F:1][C:2]([F:7])([F:6])[C:3]([OH:5])=[O:4].[F:8][C:9]([F:14])([F:13])[C:10]([OH:12])=[O:11].[Cl:22][C:23]1[CH:24]=[N:25][C:26]2[NH:27][C:28]3[CH:29]=[N:30][CH:31]=[C:32]([CH:54]=3)[CH2:33][CH2:34][C:35]3[CH:43]=[C:39]([NH:40][C:41]=1[N:42]=2)[CH:38]=[CH:37][C:36]=3[NH:44][C:45](=[O:53])[CH2:46][CH:47]1[CH2:52][CH2:51][N:50]([C:60](=[O:61])[C:59]2[CH:63]=[CH:64][C:56]([F:55])=[CH:57][CH:58]=2)[CH2:49][CH2:48]1, predict the reactants needed to synthesize it. The reactants are: [F:1][C:2]([F:7])([F:6])[C:3]([OH:5])=[O:4].[F:8][C:9]([F:14])([F:13])[C:10]([OH:12])=[O:11].FC(F)(F)C(O)=O.[Cl:22][C:23]1[CH:24]=[N:25][C:26]2[NH:27][C:28]3[CH:29]=[N:30][CH:31]=[C:32]([CH:54]=3)[CH2:33][CH2:34][C:35]3[CH:43]=[C:39]([NH:40][C:41]=1[N:42]=2)[CH:38]=[CH:37][C:36]=3[NH:44][C:45](=[O:53])[CH2:46][CH:47]1[CH2:52][CH2:51][NH:50][CH2:49][CH2:48]1.[F:55][C:56]1[CH:64]=[CH:63][C:59]([C:60](Cl)=[O:61])=[CH:58][CH:57]=1. (3) Given the product [CH2:1]([O:3][C:4]([C:6]1[CH:10]=[C:9]([NH:11][CH2:19][C:20](=[O:25])[C:21]([CH3:24])([CH3:23])[CH3:22])[N:8]([C:12]2[CH:17]=[CH:16][CH:15]=[CH:14][CH:13]=2)[N:7]=1)=[O:5])[CH3:2], predict the reactants needed to synthesize it. The reactants are: [CH2:1]([O:3][C:4]([C:6]1[CH:10]=[C:9]([NH2:11])[N:8]([C:12]2[CH:17]=[CH:16][CH:15]=[CH:14][CH:13]=2)[N:7]=1)=[O:5])[CH3:2].Br[CH2:19][C:20](=[O:25])[C:21]([CH3:24])([CH3:23])[CH3:22].C([O-])([O-])=O.[Cs+].[Cs+]. (4) Given the product [N:30]1[CH:31]=[CH:32][CH:33]=[CH:34][C:29]=1[CH2:28][NH:8][CH2:9][C:10]1[CH:11]=[CH:12][C:13]([CH2:16][N:17]([CH:44]2[CH2:45][CH2:46][NH:42][CH2:43]2)[CH:18]2[C:27]3[N:26]=[CH:25][CH:24]=[CH:23][C:22]=3[CH2:21][CH2:20][CH2:19]2)=[CH:14][CH:15]=1, predict the reactants needed to synthesize it. The reactants are: C(OC([N:8]([CH2:28][C:29]1[CH:34]=[CH:33][CH:32]=[CH:31][N:30]=1)[CH2:9][C:10]1[CH:15]=[CH:14][C:13]([CH2:16][NH:17][CH:18]2[C:27]3[N:26]=[CH:25][CH:24]=[CH:23][C:22]=3[CH2:21][CH2:20][CH2:19]2)=[CH:12][CH:11]=1)=O)(C)(C)C.C([N:42]1[CH2:46][CH2:45][C:44](=O)[CH2:43]1)(OC(C)(C)C)=O.COC(OC)OC.C([BH3-])#N.[Na+].